Dataset: Full USPTO retrosynthesis dataset with 1.9M reactions from patents (1976-2016). Task: Predict the reactants needed to synthesize the given product. (1) Given the product [O:23]1[CH2:24][CH2:25][CH2:26][CH2:27][CH:22]1[O:21][C:20]1[CH:28]=[CH:29][C:17]([N:13]2[CH2:14][CH2:15][CH:10]([N:8]([C:5]3[CH:6]=[CH:7][C:2]([Cl:1])=[CH:3][CH:4]=3)[CH3:9])[CH2:11][CH2:12]2)=[CH:18][CH:19]=1, predict the reactants needed to synthesize it. The reactants are: [Cl:1][C:2]1[CH:7]=[CH:6][C:5]([N:8]([CH:10]2[CH2:15][CH2:14][NH:13][CH2:12][CH2:11]2)[CH3:9])=[CH:4][CH:3]=1.Br[C:17]1[CH:29]=[CH:28][C:20]([O:21][CH:22]2[CH2:27][CH2:26][CH2:25][CH2:24][O:23]2)=[CH:19][CH:18]=1.C(O[Na])(C)(C)C.C(OCC)(=O)C. (2) Given the product [CH3:12][C:11]1([CH3:13])[CH:10]2[CH:5]([CH2:6][C:7]([CH3:15])=[CH:8][CH2:9]2)[C:2]([CH3:4])([CH3:3])[O:14]1, predict the reactants needed to synthesize it. The reactants are: O[C:2]([CH:5]1[CH:10]([C:11]([OH:14])([CH3:13])[CH3:12])[CH2:9][CH:8]=[C:7]([CH3:15])[CH2:6]1)([CH3:4])[CH3:3].C1(C)C=CC(S(O)(=O)=O)=CC=1. (3) Given the product [CH3:2][O:3][C:4]1[CH:5]=[CH:6][C:7]2[C:8]3[N:9]([CH2:15][CH2:16][N:17]=3)[C:10]([NH:14][C:25]([C:21]3[S:20][C:19]([CH3:18])=[N:23][C:22]=3[CH3:24])=[O:26])=[N:11][C:12]=2[CH:13]=1, predict the reactants needed to synthesize it. The reactants are: Br.[CH3:2][O:3][C:4]1[CH:5]=[CH:6][C:7]2[C:8]3[N:9]([CH2:15][CH2:16][N:17]=3)[C:10]([NH2:14])=[N:11][C:12]=2[CH:13]=1.[CH3:18][C:19]1[S:20][C:21]([C:25](O)=[O:26])=[C:22]([CH3:24])[N:23]=1. (4) Given the product [CH3:21][N:17]1[C:16]([C:14](=[O:15])[CH2:13][N:12]2[C:4]3=[N:3][C:2]([N:31]4[CH2:32][C@@H:27]5[CH2:33][C@H:30]4[CH2:29][O:28]5)=[CH:7][C:6](=[O:8])[N:5]3[CH2:9][CH2:10][C@H:11]2[C:22]([F:25])([F:24])[F:23])=[CH:20][CH:19]=[N:18]1, predict the reactants needed to synthesize it. The reactants are: Cl[C:2]1[N:3]=[C:4]2[N:12]([CH2:13][C:14]([C:16]3[N:17]([CH3:21])[N:18]=[CH:19][CH:20]=3)=[O:15])[C@H:11]([C:22]([F:25])([F:24])[F:23])[CH2:10][CH2:9][N:5]2[C:6](=[O:8])[CH:7]=1.Cl.[C@H:27]12[CH2:33][C@H:30]([NH:31][CH2:32]1)[CH2:29][O:28]2.